Task: Predict the reactants needed to synthesize the given product.. Dataset: Full USPTO retrosynthesis dataset with 1.9M reactions from patents (1976-2016) Given the product [O:37]1[CH2:36][CH2:35][N:34]([C:32]([C:29]2[CH:30]=[CH:31][C:26]([NH:25][C:2]3[C:3]4[NH:15][N:14]=[CH:13][C:4]=4[N:5]=[C:6]([C:8]4[CH:12]=[CH:11][S:10][CH:9]=4)[N:7]=3)=[CH:27][CH:28]=2)=[O:33])[CH2:39][CH2:38]1, predict the reactants needed to synthesize it. The reactants are: Cl[C:2]1[C:3]2[C:4](=[CH:13][N:14](CC3C=CC(OC)=CC=3)[N:15]=2)[N:5]=[C:6]([C:8]2[CH:12]=[CH:11][S:10][CH:9]=2)[N:7]=1.[NH2:25][C:26]1[CH:31]=[CH:30][C:29]([C:32]([N:34]2[CH2:39][CH2:38][O:37][CH2:36][CH2:35]2)=[O:33])=[CH:28][CH:27]=1.Cl.